Dataset: Full USPTO retrosynthesis dataset with 1.9M reactions from patents (1976-2016). Task: Predict the reactants needed to synthesize the given product. The reactants are: Cl[CH2:2][C@H:3]([OH:27])[CH2:4][N:5]1[CH:9]=[C:8]([C:10]2[S:11][CH:12]=[CH:13][CH:14]=2)[N:7]=[C:6]1[CH2:15][CH2:16][C:17]1[N:26]=[C:20]2[CH:21]=[CH:22][CH:23]=[C:24]([CH3:25])[N:19]2[N:18]=1.[CH3:28][NH:29][CH3:30].CO. Given the product [CH3:28][N:29]([CH3:30])[CH2:2][C@H:3]([OH:27])[CH2:4][N:5]1[CH:9]=[C:8]([C:10]2[S:11][CH:12]=[CH:13][CH:14]=2)[N:7]=[C:6]1[CH2:15][CH2:16][C:17]1[N:26]=[C:20]2[CH:21]=[CH:22][CH:23]=[C:24]([CH3:25])[N:19]2[N:18]=1, predict the reactants needed to synthesize it.